Dataset: Peptide-MHC class I binding affinity with 185,985 pairs from IEDB/IMGT. Task: Regression. Given a peptide amino acid sequence and an MHC pseudo amino acid sequence, predict their binding affinity value. This is MHC class I binding data. (1) The MHC is HLA-A02:19 with pseudo-sequence HLA-A02:19. The binding affinity (normalized) is 0.477. The peptide sequence is SMFYGIFPS. (2) The MHC is HLA-B44:02 with pseudo-sequence HLA-B44:02. The peptide sequence is ILKEPVHGV. The binding affinity (normalized) is 0. (3) The peptide sequence is GYSLNFMGYV. The MHC is Patr-A0701 with pseudo-sequence Patr-A0701. The binding affinity (normalized) is 0.610. (4) The peptide sequence is FMNDLQVSR. The MHC is HLA-A68:02 with pseudo-sequence HLA-A68:02. The binding affinity (normalized) is 0.0595. (5) The peptide sequence is FYVSSIFLHL. The MHC is HLA-A29:02 with pseudo-sequence HLA-A29:02. The binding affinity (normalized) is 0.779. (6) The peptide sequence is IRSAEVVSR. The MHC is HLA-B57:01 with pseudo-sequence HLA-B57:01. The binding affinity (normalized) is 0.0847. (7) The peptide sequence is TVGGVMWTV. The MHC is HLA-A02:02 with pseudo-sequence HLA-A02:02. The binding affinity (normalized) is 0.825. (8) The peptide sequence is PTRTWKVLSI. The MHC is HLA-A02:02 with pseudo-sequence HLA-A02:02. The binding affinity (normalized) is 0.0163. (9) The peptide sequence is AEVAELYRLEL. The MHC is Mamu-A11 with pseudo-sequence Mamu-A11. The binding affinity (normalized) is 0.836. (10) The peptide sequence is MDYLILKNL. The MHC is HLA-B44:03 with pseudo-sequence HLA-B44:03. The binding affinity (normalized) is 0.268.